From a dataset of Forward reaction prediction with 1.9M reactions from USPTO patents (1976-2016). Predict the product of the given reaction. (1) Given the reactants C[C:2]1[CH:8]2[C:9]([CH3:11])([CH3:10])[CH:6]([CH2:7]2)[C:4](=[O:5])[CH:3]=1.I([O-])(=O)(=O)=[O:13].[Na+].[OH2:18], predict the reaction product. The product is: [C:2]([C@H:8]1[CH2:7][C@@H:6]([C:4]([OH:13])=[O:5])[C:9]1([CH3:11])[CH3:10])(=[O:18])[CH3:3]. (2) Given the reactants [C:1]([N:4]1[C:13]2[C:8](=[CH:9][C:10]([N:14]3[CH2:19][CH2:18][N:17](C(OC(C)(C)C)=O)[CH2:16][CH2:15]3)=[CH:11][CH:12]=2)[C@H:7]([NH:27][C:28]2[CH:33]=[CH:32][C:31]([C:34]#[N:35])=[CH:30][CH:29]=2)[C@@H:6]([CH3:36])[C@@H:5]1[CH2:37][CH3:38])(=[O:3])[CH3:2].C(O)(C(F)(F)F)=O, predict the reaction product. The product is: [C:1]([N:4]1[C:13]2[C:8](=[CH:9][C:10]([N:14]3[CH2:15][CH2:16][NH:17][CH2:18][CH2:19]3)=[CH:11][CH:12]=2)[C@H:7]([NH:27][C:28]2[CH:29]=[CH:30][C:31]([C:34]#[N:35])=[CH:32][CH:33]=2)[C@@H:6]([CH3:36])[C@@H:5]1[CH2:37][CH3:38])(=[O:3])[CH3:2]. (3) Given the reactants C(O[C:4]([C:6]1[CH:7]=[C:8]([C:9]2[CH:10]=[CH:11][C:6]([CH3:4])=[CH:7][CH:8]=2)[CH:9]=[CH:10][CH:11]=1)=O)C.I[C:20]1[CH:30]=[CH:29][C:23]([C:24]([O:26][CH2:27][CH3:28])=[O:25])=[CH:22][CH:21]=1.CC1C=C(B(O)O)C=CC=1.C(=O)([O-])[O-].[Na+].[Na+].C1(P(C2C=CC=CC=2)C2C=CC=CC=2)C=CC=CC=1, predict the reaction product. The product is: [CH2:27]([O:26][C:24]([C:23]1[CH:29]=[CH:30][C:20]([C:10]2[CH:9]=[CH:8][CH:7]=[C:6]([CH3:4])[CH:11]=2)=[CH:21][CH:22]=1)=[O:25])[CH3:28]. (4) Given the reactants [NH2:1][C:2]1[CH:15]=[CH:14][C:13]2[C:4](=[CH:5][C:6]3[C:11]([CH:12]=2)=[CH:10][CH:9]=[CH:8][CH:7]=3)[CH:3]=1.[CH3:16][N:17]([CH3:31])[C:18]1([C:25]2[CH:30]=[CH:29][CH:28]=[CH:27][CH:26]=2)[CH2:23][CH2:22][C:21](=O)[CH2:20][CH2:19]1.C(O)(=O)C.C(O[BH-](OC(=O)C)OC(=O)C)(=O)C.[Na+].[Cl:50]CCCl, predict the reaction product. The product is: [CH:3]1[C:4]2[C:13](=[CH:12][C:11]3[C:6]([CH:5]=2)=[CH:7][CH:8]=[CH:9][CH:10]=3)[CH:14]=[CH:15][C:2]=1[NH:1][CH:21]1[CH2:20][CH2:19][C:18]([C:25]2[CH:26]=[CH:27][CH:28]=[CH:29][CH:30]=2)([N:17]([CH3:31])[CH3:16])[CH2:23][CH2:22]1.[ClH:50].[CH:3]1[C:4]2[C:13](=[CH:12][C:11]3[C:6]([CH:5]=2)=[CH:7][CH:8]=[CH:9][CH:10]=3)[CH:14]=[CH:15][C:2]=1[NH:1][CH:21]1[CH2:20][CH2:19][C:18]([C:25]2[CH:26]=[CH:27][CH:28]=[CH:29][CH:30]=2)([N:17]([CH3:31])[CH3:16])[CH2:23][CH2:22]1.